Dataset: Peptide-MHC class II binding affinity with 134,281 pairs from IEDB. Task: Regression. Given a peptide amino acid sequence and an MHC pseudo amino acid sequence, predict their binding affinity value. This is MHC class II binding data. (1) The peptide sequence is RLLDILEAIKLIRKK. The MHC is DRB1_0301 with pseudo-sequence DRB1_0301. The binding affinity (normalized) is 0.923. (2) The peptide sequence is EIDSADKSGCIHNHD. The MHC is DRB1_0405 with pseudo-sequence DRB1_0405. The binding affinity (normalized) is 0.222. (3) The peptide sequence is GFKAALAAAAGVQPADKYRT. The MHC is HLA-DPA10201-DPB11401 with pseudo-sequence HLA-DPA10201-DPB11401. The binding affinity (normalized) is 0.542. (4) The peptide sequence is DRPFQLFEFYAREPDV. The MHC is DRB1_0701 with pseudo-sequence DRB1_0701. The binding affinity (normalized) is 0.466. (5) The MHC is DRB1_0901 with pseudo-sequence DRB1_0901. The binding affinity (normalized) is 0.574. The peptide sequence is KAVEAYLVAHPDLYK.